From a dataset of Reaction yield outcomes from USPTO patents with 853,638 reactions. Predict the reaction yield, written as a fraction of the theoretical maximum amount of product (1.0 means a 100% yield; for example, 0.34 means a 34% yield). (1) The reactants are Br[C:2]1[C:7]2[S:8][CH:9]=[CH:10][C:6]=2[CH:5]=[CH:4][CH:3]=1.[B:11]1([B:11]2[O:15][C:14]([CH3:17])([CH3:16])[C:13]([CH3:19])([CH3:18])[O:12]2)[O:15][C:14]([CH3:17])([CH3:16])[C:13]([CH3:19])([CH3:18])[O:12]1.ClCCl.C([O-])(=O)C.[K+]. The catalyst is CS(C)=O.C(Cl)(Cl)Cl.C(O)(C)C.C1C=CC(P(C2C=CC=CC=2)[C-]2C=CC=C2)=CC=1.C1C=CC(P(C2C=CC=CC=2)[C-]2C=CC=C2)=CC=1.Cl[Pd]Cl.[Fe+2]. The product is [S:8]1[CH:9]=[CH:10][C:6]2[CH:5]=[CH:4][CH:3]=[C:2]([B:11]3[O:15][C:14]([CH3:17])([CH3:16])[C:13]([CH3:19])([CH3:18])[O:12]3)[C:7]1=2. The yield is 0.660. (2) The yield is 0.210. The product is [NH2:1][C:2]1[C:3]([C:4]([NH:43][CH3:41])=[O:5])=[C:7]([CH:25]2[CH2:30][CH2:29][CH2:28][N:27]([C:31]([O:33][C:34]([CH3:36])([CH3:37])[CH3:35])=[O:32])[CH2:26]2)[CH:8]=[C:9]([C:11]2[CH:16]=[CH:15][CH:14]=[CH:13][C:12]=2[O:17][CH2:18][C:19]2[CH:24]=[CH:23][CH:22]=[CH:21][CH:20]=2)[N:10]=1. The reactants are [NH2:1][C:2]1[N:10]=[C:9]([C:11]2[CH:16]=[CH:15][CH:14]=[CH:13][C:12]=2[O:17][CH2:18][C:19]2[CH:24]=[CH:23][CH:22]=[CH:21][CH:20]=2)[CH:8]=[C:7]([CH:25]2[CH2:30][CH2:29][CH2:28][N:27]([C:31]([O:33][C:34]([CH3:37])([CH3:36])[CH3:35])=[O:32])[CH2:26]2)[C:3]=1[C:4](O)=[O:5].Cl.CN.[CH2:41]([N:43](CC)CC)C.ON1C2C=CC=CC=2N=N1.Cl.C(N=C=NCCCN(C)C)C. No catalyst specified. (3) The reactants are [Br:1][C:2]1[C:14]([CH3:15])=[CH:13][C:5]([O:6][CH:7]2[CH2:12][CH2:11][CH2:10][CH2:9][O:8]2)=[CH:4][C:3]=1[CH2:16]Br.BrC1C(CBr)=CC([O:23][CH:24]2[CH2:29]CCC[O:25]2)=CC=1CBr.CN(C=O)C.CC([O-])=O.[K+]. The catalyst is C(Cl)Cl.O. The product is [C:24]([O:25][CH2:16][C:3]1[CH:4]=[C:5]([O:6][CH:7]2[CH2:12][CH2:11][CH2:10][CH2:9][O:8]2)[CH:13]=[C:14]([CH3:15])[C:2]=1[Br:1])(=[O:23])[CH3:29]. The yield is 0.520. (4) The reactants are N.[Na].C1([P:9]([C:16]2[CH:21]=[CH:20][CH:19]=[CH:18][CH:17]=2)[C:10]2[CH:15]=[CH:14][CH:13]=[CH:12][CH:11]=2)C=CC=CC=1.Cl[C:23]1[NH:24][C:25](=[O:33])[C:26]2[C:31]([CH:32]=1)=[CH:30][CH:29]=[CH:28][CH:27]=2. The catalyst is O1CCCC1. The product is [C:16]1([P:9]([C:10]2[CH:11]=[CH:12][CH:13]=[CH:14][CH:15]=2)[C:23]2[NH:24][C:25](=[O:33])[C:26]3[C:31]([CH:32]=2)=[CH:30][CH:29]=[CH:28][CH:27]=3)[CH:17]=[CH:18][CH:19]=[CH:20][CH:21]=1. The yield is 0.609. (5) The reactants are [Br:1][C:2]1[CH:3]=[C:4]2[C:8](=[CH:9][CH:10]=1)[NH:7][CH2:6][CH2:5]2.[N+:11]([O-])([O-:13])=[O:12].[K+].C([O-])([O-])=O.[Na+].[Na+]. The catalyst is OS(O)(=O)=O. The product is [Br:1][C:2]1[CH:3]=[C:4]2[C:8](=[CH:9][C:10]=1[N+:11]([O-:13])=[O:12])[NH:7][CH2:6][CH2:5]2. The yield is 0.760.